Regression. Given two drug SMILES strings and cell line genomic features, predict the synergy score measuring deviation from expected non-interaction effect. From a dataset of Merck oncology drug combination screen with 23,052 pairs across 39 cell lines. (1) Drug 1: CN1C(=O)C=CC2(C)C3CCC4(C)C(NC(=O)OCC(F)(F)F)CCC4C3CCC12. Drug 2: O=S1(=O)NC2(CN1CC(F)(F)F)C1CCC2Cc2cc(C=CCN3CCC(C(F)(F)F)CC3)ccc2C1. Cell line: T47D. Synergy scores: synergy=22.0. (2) Synergy scores: synergy=21.0. Drug 2: N#Cc1ccc(Cn2cncc2CN2CCN(c3cccc(Cl)c3)C(=O)C2)cc1. Cell line: SKMEL30. Drug 1: CCC1(O)CC2CN(CCc3c([nH]c4ccccc34)C(C(=O)OC)(c3cc4c(cc3OC)N(C)C3C(O)(C(=O)OC)C(OC(C)=O)C5(CC)C=CCN6CCC43C65)C2)C1. (3) Drug 1: O=c1[nH]cc(F)c(=O)[nH]1. Drug 2: Cn1nnc2c(C(N)=O)ncn2c1=O. Cell line: SW837. Synergy scores: synergy=-44.6.